From a dataset of Cav3 T-type calcium channel HTS with 100,875 compounds. Binary Classification. Given a drug SMILES string, predict its activity (active/inactive) in a high-throughput screening assay against a specified biological target. (1) The molecule is S1(=O)(=O)c2c(N(C(=O)c3c1cccc3)CC)cc(cc2)C(=O)NCCCC. The result is 0 (inactive). (2) The molecule is Clc1c(nc(N(S(=O)(=O)c2ccccc2)CC(=O)N)nc1OC)C. The result is 0 (inactive). (3) The compound is S(CC(=O)N1CCN(CC1)c1ccc(F)cc1)c1n(CC)c(=O)c2c(n1)cccc2. The result is 0 (inactive). (4) The drug is O(c1ccc(C(N2CCCC2)CNC(=O)Cc2cc(OC)c(OC)c(OC)c2)cc1)C. The result is 0 (inactive). (5) The compound is S(CC(=O)NCC1OCCC1)c1c2c(n(c(=O)c1)C)cccc2. The result is 0 (inactive).